Dataset: Forward reaction prediction with 1.9M reactions from USPTO patents (1976-2016). Task: Predict the product of the given reaction. Given the reactants Br[CH2:2][C:3]([C:5]1[C:6]([CH3:11])=[N:7][O:8][C:9]=1[CH3:10])=[O:4].C([O-])([O-])=O.[K+].[K+].[CH3:18][C:19]1[CH:24]=[C:23]([CH3:25])[CH:22]=[CH:21][C:20]=1[CH:26]([C:38]1[CH:43]=[CH:42][CH:41]=[CH:40][CH:39]=1)[NH:27][C:28](=[O:37])[CH2:29][C:30]1[CH:35]=[CH:34][C:33]([OH:36])=[CH:32][CH:31]=1.O, predict the reaction product. The product is: [CH3:11][C:6]1[C:5]([C:3](=[O:4])[CH2:2][O:36][C:33]2[CH:34]=[CH:35][C:30]([CH2:29][C:28]([NH:27][CH:26]([C:20]3[CH:21]=[CH:22][C:23]([CH3:25])=[CH:24][C:19]=3[CH3:18])[C:38]3[CH:43]=[CH:42][CH:41]=[CH:40][CH:39]=3)=[O:37])=[CH:31][CH:32]=2)=[C:9]([CH3:10])[O:8][N:7]=1.